Predict the reactants needed to synthesize the given product. From a dataset of Full USPTO retrosynthesis dataset with 1.9M reactions from patents (1976-2016). (1) Given the product [CH2:20]([O:21][C:2]([C:3]1[CH:4]=[C:5]([NH2:6])[N:17]([C:11]2[CH:16]=[CH:15][CH:14]=[CH:13][CH:12]=2)[N:18]=1)([CH3:9])[CH3:8])[CH3:19], predict the reactants needed to synthesize it. The reactants are: F[C:2]([CH3:9])([CH3:8])[C:3](=O)[CH2:4][C:5]#[N:6].Cl.[C:11]1([NH:17][NH2:18])[CH:16]=[CH:15][CH:14]=[CH:13][CH:12]=1.[CH3:19][CH2:20][OH:21]. (2) The reactants are: Cl.[CH3:2][O:3][C:4](=[O:30])[C@@H:5]([NH:8][C:9]([C:11]1[C:12]([CH3:29])=[N:13][C:14]([NH:18][CH2:19][CH2:20][CH2:21][C:22]2[CH:27]=[CH:26][CH:25]=[C:24]([OH:28])[CH:23]=2)=[N:15][C:16]=1[CH3:17])=[O:10])[CH2:6][NH2:7].[CH3:31][N:32]([CH3:36])[C:33](Cl)=[O:34].C(N(CC)CC)C. Given the product [CH3:2][O:3][C:4](=[O:30])[C@@H:5]([NH:8][C:9]([C:11]1[C:12]([CH3:29])=[N:13][C:14]([NH:18][CH2:19][CH2:20][CH2:21][C:22]2[CH:27]=[CH:26][CH:25]=[C:24]([OH:28])[CH:23]=2)=[N:15][C:16]=1[CH3:17])=[O:10])[CH2:6][NH:7][C:33]([N:32]([CH3:36])[CH3:31])=[O:34], predict the reactants needed to synthesize it. (3) Given the product [F:12][C:3]1[CH:4]=[C:5]([C:8]([F:11])([F:10])[F:9])[CH:6]=[CH:7][C:2]=1[CH:18]([OH:22])[CH2:19][CH2:20][CH3:21], predict the reactants needed to synthesize it. The reactants are: Br[C:2]1[CH:7]=[CH:6][C:5]([C:8]([F:11])([F:10])[F:9])=[CH:4][C:3]=1[F:12].C([Li])CCC.[CH:18](=[O:22])[CH2:19][CH2:20][CH3:21].C(O)(=O)C. (4) Given the product [CH3:36][N:37]([CH2:2][C:3]1[C:11]2[O:10][N:9]=[C:8]([CH2:12][CH2:13][CH:14]3[CH2:19][CH2:18][N:17]([C:20]([O:22][C:23]([CH3:24])([CH3:25])[CH3:26])=[O:21])[CH2:16][CH2:15]3)[C:7]=2[CH:6]=[CH:5][C:4]=1[O:27][CH2:28][CH2:29][CH3:30])[CH3:38], predict the reactants needed to synthesize it. The reactants are: O[CH2:2][C:3]1[C:11]2[O:10][N:9]=[C:8]([CH2:12][CH2:13][CH:14]3[CH2:19][CH2:18][N:17]([C:20]([O:22][C:23]([CH3:26])([CH3:25])[CH3:24])=[O:21])[CH2:16][CH2:15]3)[C:7]=2[CH:6]=[CH:5][C:4]=1[O:27][CH2:28][CH2:29][CH3:30].CS(Cl)(=O)=O.[CH3:36][NH:37][CH3:38].[I-].[Na+].[Cl-].[Na+].